From a dataset of Full USPTO retrosynthesis dataset with 1.9M reactions from patents (1976-2016). Predict the reactants needed to synthesize the given product. (1) Given the product [F:1][C:2]1[CH:3]=[C:4]([CH:22]=[CH:23][C:24]=1[F:25])[O:5][CH2:6]/[CH:7]=[CH:8]/[CH2:9][CH:10]([N:17]1[CH:21]=[N:20][CH:19]=[N:18]1)[CH:11]([OH:16])[C:12]([CH3:14])([CH3:13])[CH3:15], predict the reactants needed to synthesize it. The reactants are: [F:1][C:2]1[CH:3]=[C:4]([CH:22]=[CH:23][C:24]=1[F:25])[O:5][CH2:6]/[CH:7]=[CH:8]/[CH2:9][CH:10]([N:17]1[CH:21]=[N:20][CH:19]=[N:18]1)[C:11](=[O:16])[C:12]([CH3:15])([CH3:14])[CH3:13].[BH4-].C([N+](CCCC)(CCCC)CCCC)CCC.[NH4+].[Cl-]. (2) Given the product [CH2:1]([O:3][C:4]([C:6]1[N:7]=[C:8]([I:33])[C:9]2[C:14]([C:15]=1[OH:16])=[CH:13][CH:12]=[C:11]([O:17][C:18]1[CH:23]=[C:22]([F:24])[CH:21]=[CH:20][C:19]=1[Cl:25])[CH:10]=2)=[O:5])[CH3:2], predict the reactants needed to synthesize it. The reactants are: [CH2:1]([O:3][C:4]([C:6]1[N:7]=[CH:8][C:9]2[C:14]([C:15]=1[OH:16])=[CH:13][CH:12]=[C:11]([O:17][C:18]1[CH:23]=[C:22]([F:24])[CH:21]=[CH:20][C:19]=1[Cl:25])[CH:10]=2)=[O:5])[CH3:2].C1C(=O)N([I:33])C(=O)C1. (3) Given the product [C:1]([O-:13])(=[O:12])[CH2:2][C:3]([CH2:8][C:9]([O-:11])=[O:10])([C:5]([O-:7])=[O:6])[OH:4].[K+:28].[K+:28].[K+:28].[C:15]([OH:27])(=[O:26])[CH2:16][C:17]([CH2:22][C:23]([OH:25])=[O:24])([C:19]([OH:21])=[O:20])[OH:18], predict the reactants needed to synthesize it. The reactants are: [C:1]([OH:13])(=[O:12])[CH2:2][C:3]([CH2:8][C:9]([OH:11])=[O:10])([C:5]([OH:7])=[O:6])[OH:4].O.[C:15]([O-:27])(=[O:26])[CH2:16][C:17]([CH2:22][C:23]([O-:25])=[O:24])([C:19]([O-:21])=[O:20])[OH:18].[K+:28].[K+].[K+]. (4) Given the product [C:40]([O:44][C:45](=[O:46])[NH:47][CH2:48][C:49]([N:25]1[CH2:24][CH2:23][N:22]([C:20]([N:11]2[CH:12]([C:13]3[CH:18]=[CH:17][C:16]([Cl:19])=[CH:15][CH:14]=3)[CH:8]([C:5]3[CH:6]=[CH:7][C:2]([Cl:1])=[CH:3][CH:4]=3)[N:9]=[C:10]2[C:28]2[CH:33]=[CH:32][C:31]([O:34][CH3:35])=[CH:30][C:29]=2[O:36][CH:37]([CH3:39])[CH3:38])=[O:21])[CH2:27][CH2:26]1)=[O:50])([CH3:43])([CH3:41])[CH3:42], predict the reactants needed to synthesize it. The reactants are: [Cl:1][C:2]1[CH:7]=[CH:6][C:5]([CH:8]2[CH:12]([C:13]3[CH:18]=[CH:17][C:16]([Cl:19])=[CH:15][CH:14]=3)[N:11]([C:20]([N:22]3[CH2:27][CH2:26][NH:25][CH2:24][CH2:23]3)=[O:21])[C:10]([C:28]3[CH:33]=[CH:32][C:31]([O:34][CH3:35])=[CH:30][C:29]=3[O:36][CH:37]([CH3:39])[CH3:38])=[N:9]2)=[CH:4][CH:3]=1.[C:40]([O:44][C:45]([NH:47][CH2:48][C:49](O)=[O:50])=[O:46])([CH3:43])([CH3:42])[CH3:41].C(N=C=NC(C)C)(C)C. (5) Given the product [NH2:1][C:2]1[N:7]=[C:6]([N:8]2[CH2:32][CH2:31][C:11]3([CH2:15][NH:14][C@H:13]([C:26]([O:28][CH2:29][CH3:30])=[O:27])[CH2:12]3)[CH2:10][CH2:9]2)[CH:5]=[C:4]([O:33][C@H:34]([C:39]2[CH:44]=[CH:43][C:42]([Cl:45])=[CH:41][C:40]=2[C:46]2[CH:51]=[CH:50][CH:49]=[CH:48][CH:47]=2)[C:35]([F:38])([F:37])[F:36])[N:3]=1, predict the reactants needed to synthesize it. The reactants are: [NH2:1][C:2]1[N:7]=[C:6]([N:8]2[CH2:32][CH2:31][C:11]3([CH2:15][N:14](C(OCC4C=CC=CC=4)=O)[C@H:13]([C:26]([O:28][CH2:29][CH3:30])=[O:27])[CH2:12]3)[CH2:10][CH2:9]2)[CH:5]=[C:4]([O:33][C@H:34]([C:39]2[CH:44]=[CH:43][C:42]([Cl:45])=[CH:41][C:40]=2[C:46]2[CH:51]=[CH:50][CH:49]=[CH:48][CH:47]=2)[C:35]([F:38])([F:37])[F:36])[N:3]=1.[Si](I)(C)(C)C.Cl. (6) Given the product [CH2:1]([C:8]1[CH:13]=[CH:12][CH:11]=[CH:10][N:9]=1)[CH2:2][CH2:3][CH2:4][CH2:5][CH2:6][CH2:7][CH3:15], predict the reactants needed to synthesize it. The reactants are: [CH2:1]([C:8]1[CH:13]=[CH:12][CH:11]=[CH:10][N:9]=1)[CH2:2][CH2:3][CH2:4][CH2:5][CH2:6][CH3:7].Br[CH2:15]CCCCCC. (7) Given the product [N:1]1([C:10]2[CH:22]=[CH:21][C:13]([O:14][CH2:15][CH2:16][OH:17])=[CH:12][CH:11]=2)[C:5]2[CH:6]=[CH:7][CH:8]=[CH:9][C:4]=2[N:3]=[CH:2]1, predict the reactants needed to synthesize it. The reactants are: [N:1]1([C:10]2[CH:22]=[CH:21][C:13]([O:14][CH2:15][C:16](OCC)=[O:17])=[CH:12][CH:11]=2)[C:5]2[CH:6]=[CH:7][CH:8]=[CH:9][C:4]=2[N:3]=[CH:2]1.[H-].[Al+3].[Li+].[H-].[H-].[H-].[OH-].[Na+].S([O-])([O-])(=O)=O.[Na+].[Na+]. (8) Given the product [N+:12]([C:3]1[CH:4]=[N:5][C:6]2[C:11]([C:2]=1[NH:22][CH2:23][CH2:24][CH2:25][CH2:26][OH:27])=[CH:10][CH:9]=[CH:8][CH:7]=2)([O-:14])=[O:13], predict the reactants needed to synthesize it. The reactants are: Cl[C:2]1[C:11]2[C:6](=[CH:7][CH:8]=[CH:9][CH:10]=2)[N:5]=[CH:4][C:3]=1[N+:12]([O-:14])=[O:13].C(N(CC)CC)C.[NH2:22][CH2:23][CH2:24][CH2:25][CH2:26][OH:27]. (9) Given the product [F:20][C:19]([F:22])([F:21])[S:16]([O:7][C:3]1[CH:2]([CH3:1])[CH2:6][CH2:5][CH:4]=1)(=[O:18])=[O:17], predict the reactants needed to synthesize it. The reactants are: [CH3:1][CH:2]1[CH2:6][CH2:5][CH2:4][C:3]1=[O:7].ClC1C=CC(N([S:16]([C:19]([F:22])([F:21])[F:20])(=[O:18])=[O:17])[S:16]([C:19]([F:22])([F:21])[F:20])(=[O:18])=[O:17])=NC=1.C[Si]([N-][Si](C)(C)C)(C)C.[K+].O. (10) Given the product [CH3:5][C:4]1[N:6]=[C:7]([C:8]2[CH:13]=[CH:12][CH:11]=[CH:10][CH:9]=2)[N:15]([C:17]2[N:22]=[CH:21][C:20]([S:23]([NH2:26])(=[O:24])=[O:25])=[CH:19][CH:18]=2)[N:16]=1, predict the reactants needed to synthesize it. The reactants are: C(O[C:4](=[N:6][C:7](=O)[C:8]1[CH:13]=[CH:12][CH:11]=[CH:10][CH:9]=1)[CH3:5])C.[NH:15]([C:17]1[N:22]=[CH:21][C:20]([S:23]([NH2:26])(=[O:25])=[O:24])=[CH:19][CH:18]=1)[NH2:16].O.